From a dataset of Reaction yield outcomes from USPTO patents with 853,638 reactions. Predict the reaction yield, written as a fraction of the theoretical maximum amount of product (1.0 means a 100% yield; for example, 0.34 means a 34% yield). (1) The catalyst is C(Cl)Cl. The yield is 0.740. The reactants are C[O:2][C:3]1[CH:4]=[C:5]2[C:10](=[CH:11][CH:12]=1)[C:9]([C:13]([C:15]1[CH:20]=[CH:19][C:18]([O:21][CH2:22][CH2:23][N:24]3[CH2:29][CH2:28][CH2:27][CH2:26][CH2:25]3)=[CH:17][CH:16]=1)=[O:14])=[C:8]([C:30]1[CH:35]=[CH:34][C:33]([F:36])=[C:32]([F:37])[C:31]=1[F:38])[CH:7]=[CH:6]2.B(Br)(Br)Br.C(=O)(O)[O-].[Na+].C(Cl)(Cl)Cl.C(O)(C)C. The product is [OH:2][C:3]1[CH:4]=[C:5]2[C:10](=[CH:11][CH:12]=1)[C:9]([C:13]([C:15]1[CH:16]=[CH:17][C:18]([O:21][CH2:22][CH2:23][N:24]3[CH2:25][CH2:26][CH2:27][CH2:28][CH2:29]3)=[CH:19][CH:20]=1)=[O:14])=[C:8]([C:30]1[CH:35]=[CH:34][C:33]([F:36])=[C:32]([F:37])[C:31]=1[F:38])[CH:7]=[CH:6]2. (2) The reactants are [C:1]([CH:5]1[CH2:10][CH2:9][CH:8]([O:11][C:12]2[C:13]([C:29]3[CH:34]=[CH:33][C:32]([O:35][C:36]([F:39])([F:38])[F:37])=[CH:31][CH:30]=3)=[C:14]3[C:19](=[CH:20][CH:21]=2)[CH:18]=[C:17]([C@:22]2([CH3:28])[CH2:26][O:25]C(=O)[NH:23]2)[CH:16]=[CH:15]3)[CH2:7][CH2:6]1)([CH3:4])([CH3:3])[CH3:2].C(O)C.O.[OH-].[Li+].O. No catalyst specified. The product is [NH2:23][C@@:22]([C:17]1[CH:16]=[CH:15][C:14]2[C:19](=[CH:20][CH:21]=[C:12]([O:11][C@H:8]3[CH2:7][CH2:6][C@H:5]([C:1]([CH3:4])([CH3:3])[CH3:2])[CH2:10][CH2:9]3)[C:13]=2[C:29]2[CH:30]=[CH:31][C:32]([O:35][C:36]([F:38])([F:39])[F:37])=[CH:33][CH:34]=2)[CH:18]=1)([CH3:28])[CH2:26][OH:25]. The yield is 0.690. (3) The reactants are Cl[C:2]1[CH:7]=[C:6]([CH3:8])[C:5]([C:9](=[O:11])[CH3:10])=[C:4]([CH3:12])[CH:3]=1.[O-]P([O-])([O-])=O.[K+].[K+].[K+].[C:21]1([OH:27])[CH:26]=[CH:25][CH:24]=[CH:23][CH:22]=1.C(P(C(C)(C)C)C1C=CC=CC=1C1C=CC=CC=1)(C)(C)C. The catalyst is C1(C)C=CC=CC=1.CC([O-])=O.CC([O-])=O.[Pd+2]. The product is [CH3:8][C:6]1[CH:7]=[C:2]([O:27][C:21]2[CH:26]=[CH:25][CH:24]=[CH:23][CH:22]=2)[CH:3]=[C:4]([CH3:12])[C:5]=1[C:9](=[O:11])[CH3:10]. The yield is 0.680. (4) The reactants are [CH:1]([C:3]1[CH:11]=[CH:10][C:6]([C:7]([OH:9])=[O:8])=[C:5]([CH3:12])[CH:4]=1)=[O:2].S(=O)(=O)(O)O.[CH2:18](O)[CH3:19]. No catalyst specified. The product is [CH:1]([C:3]1[CH:11]=[CH:10][C:6]([C:7]([O:9][CH2:18][CH3:19])=[O:8])=[C:5]([CH3:12])[CH:4]=1)=[O:2]. The yield is 0.800. (5) The reactants are [CH:1]1([O:6][C:7]2[C:43]([CH3:44])=[CH:42][C:10]3[N:11]=[C:12]4[C:17]([N:18]([CH2:19][CH2:20][N:21]([CH2:29][C:30]5[CH:35]=[CH:34][CH:33]=[CH:32][C:31]=5[C:36]([F:39])([F:38])[F:37])C(=O)OC(C)(C)C)[C:9]=3[CH:8]=2)=[N:16][C:15](=[O:40])[NH:14][C:13]4=[O:41])[CH2:5][CH2:4][CH2:3][CH2:2]1.[C:45]([OH:51])([C:47]([F:50])([F:49])[F:48])=[O:46]. The catalyst is C(Cl)Cl. The product is [F:48][C:47]([F:50])([F:49])[C:45]([OH:51])=[O:46].[CH:1]1([O:6][C:7]2[C:43]([CH3:44])=[CH:42][C:10]3[N:11]=[C:12]4[C:17]([N:18]([CH2:19][CH2:20][NH:21][CH2:29][C:30]5[CH:35]=[CH:34][CH:33]=[CH:32][C:31]=5[C:36]([F:38])([F:39])[F:37])[C:9]=3[CH:8]=2)=[N:16][C:15](=[O:40])[NH:14][C:13]4=[O:41])[CH2:5][CH2:4][CH2:3][CH2:2]1. The yield is 0.710.